From a dataset of Catalyst prediction with 721,799 reactions and 888 catalyst types from USPTO. Predict which catalyst facilitates the given reaction. (1) Reactant: CS([C:4]1[N:9]=[CH:8][N:7]=[C:6]([N:10]2[C:14]([NH:15][C:16]3[CH:17]=[C:18]([NH:23][C:24](=[O:35])[C:25]4[CH:30]=[CH:29][CH:28]=[C:27]([C:31]([F:34])([F:33])[F:32])[CH:26]=4)[CH:19]=[CH:20][C:21]=3[CH3:22])=[CH:13][C:12]([CH3:36])=[N:11]2)[CH:5]=1)=O.[N:37]1([CH2:43][CH2:44][NH2:45])[CH2:42][CH2:41][O:40][CH2:39][CH2:38]1.CS(C)=O. Product: [CH3:22][C:21]1[CH:20]=[CH:19][C:18]([NH:23][C:24](=[O:35])[C:25]2[CH:30]=[CH:29][CH:28]=[C:27]([C:31]([F:34])([F:33])[F:32])[CH:26]=2)=[CH:17][C:16]=1[NH:15][C:14]1[N:10]([C:6]2[CH:5]=[C:4]([NH:45][CH2:44][CH2:43][N:37]3[CH2:42][CH2:41][O:40][CH2:39][CH2:38]3)[N:9]=[CH:8][N:7]=2)[N:11]=[C:12]([CH3:36])[CH:13]=1. The catalyst class is: 41. (2) Reactant: [F:1][C:2]1[CH:7]=[CH:6][C:5]([CH:8]2[N:12]([S:13]([C:16]3[CH:21]=[CH:20][C:19]([CH3:22])=[CH:18][CH:17]=3)(=[O:15])=[O:14])[CH:11]([CH2:23][CH2:24][CH2:25][C:26]([NH2:28])=[NH:27])[CH2:10][CH2:9]2)=[CH:4][CH:3]=1.C(O[CH:32](OCC)[CH2:33][CH:34](OCC)OCC)C. Product: [F:1][C:2]1[CH:7]=[CH:6][C:5]([CH:8]2[N:12]([S:13]([C:16]3[CH:21]=[CH:20][C:19]([CH3:22])=[CH:18][CH:17]=3)(=[O:14])=[O:15])[CH:11]([CH2:23][CH2:24][CH2:25][C:26]3[N:28]=[CH:34][CH:33]=[CH:32][N:27]=3)[CH2:10][CH2:9]2)=[CH:4][CH:3]=1. The catalyst class is: 3. (3) Reactant: [CH2:1]([O:8][C:9]([N:11]1[CH2:15][CH2:14][C:13]([F:19])([CH:16]([OH:18])[CH3:17])[CH2:12]1)=[O:10])[C:2]1[CH:7]=[CH:6][CH:5]=[CH:4][CH:3]=1.C(N(CC)CC)C.[CH3:27][S:28](Cl)(=[O:30])=[O:29]. Product: [CH2:1]([O:8][C:9]([N:11]1[CH2:15][CH2:14][C:13]([F:19])([CH:16]([O:18][S:28]([CH3:27])(=[O:30])=[O:29])[CH3:17])[CH2:12]1)=[O:10])[C:2]1[CH:3]=[CH:4][CH:5]=[CH:6][CH:7]=1. The catalyst class is: 4. (4) Reactant: [C:1]1([NH2:8])[CH:6]=[CH:5][CH:4]=[CH:3][C:2]=1[NH2:7].[C:9]1(=[O:15])[NH:13][C:12](=[O:14])[CH:11]=[CH:10]1. Product: [O:15]=[C:9]1[NH:8][C:1]2[C:2](=[CH:3][CH:4]=[CH:5][CH:6]=2)[NH:7][CH:10]1[CH2:11][C:12]([NH2:13])=[O:14]. The catalyst class is: 72. (5) Reactant: [CH3:1][N:2]1[CH2:15][CH2:14][C:13]2[C:12]3[CH:11]=[C:10]([CH3:16])[CH:9]=[CH:8][C:7]=3[NH:6][C:5]=2[CH2:4][CH2:3]1.N1CCC[C@H]1C(O)=O.[O-]P([O-])([O-])=O.[K+].[K+].[K+].Cl[CH2:34][C:35]([NH:37][C:38]1[CH:43]=[CH:42][C:41]([F:44])=[CH:40][CH:39]=1)=[O:36]. Product: [CH3:1][N:2]1[CH2:15][CH2:14][C:13]2[C:12]3[CH:11]=[C:10]([CH3:16])[CH:9]=[CH:8][C:7]=3[N:6]([CH2:34][C:35]([NH:37][C:38]3[CH:43]=[CH:42][C:41]([F:44])=[CH:40][CH:39]=3)=[O:36])[C:5]=2[CH2:4][CH2:3]1. The catalyst class is: 471. (6) Reactant: [CH2:1]([N:8]1[C:12]2=[C:13]([N:20]3[CH2:29][CH2:28][C:27]4[C:22](=[CH:23][CH:24]=[CH:25][CH:26]=4)[CH2:21]3)[N:14]=[C:15]([C:17](O)=[O:18])[CH:16]=[C:11]2[C:10]([CH3:30])=[C:9]1[CH3:31])[C:2]1[CH:7]=[CH:6][CH:5]=[CH:4][CH:3]=1.O. Product: [CH2:1]([N:8]1[C:12]2=[C:13]([N:20]3[CH2:29][CH2:28][C:27]4[C:22](=[CH:23][CH:24]=[CH:25][CH:26]=4)[CH2:21]3)[N:14]=[C:15]([CH2:17][OH:18])[CH:16]=[C:11]2[C:10]([CH3:30])=[C:9]1[CH3:31])[C:2]1[CH:3]=[CH:4][CH:5]=[CH:6][CH:7]=1. The catalyst class is: 7. (7) Reactant: [CH3:1][O:2][C:3]([C:5]1[CH:6]=[CH:7][C:8]2[O:12][C:11]([NH:13][CH:14]3[CH2:19][CH2:18][N:17]([CH2:20][C:21]4[CH:26]=[C:25]([O:27][CH2:28][CH3:29])[C:24](F)=[C:23]([O:31][CH2:32][CH3:33])[CH:22]=4)[CH2:16][CH2:15]3)=[N:10][C:9]=2[CH:34]=1)=[O:4].C(OC1C=C(C=C(OCC)C=1[N:46]1[CH:50]=[N:49][CH:48]=[N:47]1)C=O)C.C([BH3-])#N.[Na+].C(N(C(C)C)C(C)C)C. Product: [CH3:1][O:2][C:3]([C:5]1[CH:6]=[CH:7][C:8]2[O:12][C:11]([NH:13][CH:14]3[CH2:19][CH2:18][N:17]([CH2:20][C:21]4[CH:26]=[C:25]([O:27][CH2:28][CH3:29])[C:24]([N:46]5[CH:50]=[N:49][CH:48]=[N:47]5)=[C:23]([O:31][CH2:32][CH3:33])[CH:22]=4)[CH2:16][CH2:15]3)=[N:10][C:9]=2[CH:34]=1)=[O:4]. The catalyst class is: 212. (8) Reactant: Cl[C:2]1[C:11]2[C:6](=[CH:7][C:8]([C:12]3[CH:13]=[C:14]([CH:21]=[CH:22][C:23]=3[CH3:24])[C:15]([NH:17][CH:18]3[CH2:20][CH2:19]3)=[O:16])=[CH:9][CH:10]=2)[CH:5]=[N:4][N:3]=1.[NH:25]1[C:29]2[CH2:30][NH:31][CH2:32][CH2:33][C:28]=2[C:27]([OH:34])=[N:26]1.C(N(CC)C(C)C)(C)C. Product: [CH:18]1([NH:17][C:15](=[O:16])[C:14]2[CH:21]=[CH:22][C:23]([CH3:24])=[C:12]([C:8]3[CH:7]=[C:6]4[C:11](=[CH:10][CH:9]=3)[C:2]([N:31]3[CH2:32][CH2:33][C:28]5[C:27]([OH:34])=[N:26][NH:25][C:29]=5[CH2:30]3)=[N:3][N:4]=[CH:5]4)[CH:13]=2)[CH2:20][CH2:19]1. The catalyst class is: 179. (9) Reactant: [C:1]([C:3]1[C:8]2[N:9]=[C:10]([C:12]([N:14]([CH3:16])[CH3:15])=[O:13])[O:11][C:7]=2[C:6](F)=[C:5]([C:18]2[S:19][CH:20]=[CH:21][CH:22]=2)[C:4]=1[CH3:23])#[N:2].C(N(CC)CC)C.[CH3:31][NH:32][C@H:33]1[CH2:37][CH2:36][NH:35][CH2:34]1. Product: [C:1]([C:3]1[C:8]2[N:9]=[C:10]([C:12]([N:14]([CH3:16])[CH3:15])=[O:13])[O:11][C:7]=2[C:6]([N:35]2[CH2:36][CH2:37][C@H:33]([NH:32][CH3:31])[CH2:34]2)=[C:5]([C:18]2[S:19][CH:20]=[CH:21][CH:22]=2)[C:4]=1[CH3:23])#[N:2]. The catalyst class is: 16. (10) Reactant: [OH:1][C:2]1[CH:7]=[CH:6][C:5]([C:8]2[CH:13]=[CH:12][C:11]([N:14]3[C:18]([CH3:20])([CH3:19])[C:17](=[O:21])[N:16]([C:22]4[CH:29]=[CH:28][C:25]([C:26]#[N:27])=[C:24]([C:30]([F:33])([F:32])[F:31])[CH:23]=4)[C:15]3=[S:34])=[CH:10][CH:9]=2)=[CH:4][CH:3]=1.C([O-])([O-])=O.[K+].[K+].CC1C=CC(S([O:51][CH2:52][CH2:53][O:54][CH2:55][CH2:56]O)(=O)=O)=CC=1. Product: [OH:51][CH2:52][CH2:53][O:54][CH2:55][CH2:56][O:1][C:2]1[CH:3]=[CH:4][C:5]([C:8]2[CH:9]=[CH:10][C:11]([N:14]3[C:18]([CH3:20])([CH3:19])[C:17](=[O:21])[N:16]([C:22]4[CH:29]=[CH:28][C:25]([C:26]#[N:27])=[C:24]([C:30]([F:32])([F:33])[F:31])[CH:23]=4)[C:15]3=[S:34])=[CH:12][CH:13]=2)=[CH:6][CH:7]=1. The catalyst class is: 9.